Dataset: Reaction yield outcomes from USPTO patents with 853,638 reactions. Task: Predict the reaction yield, written as a fraction of the theoretical maximum amount of product (1.0 means a 100% yield; for example, 0.34 means a 34% yield). (1) The reactants are [OH-].[Li+].[N+:3]([C:6]1[CH:7]=[C:8]([C:16]2[CH:21]=[CH:20][CH:19]=[CH:18][CH:17]=2)[CH:9]=[CH:10][C:11]=1[C:12]([O:14]C)=[O:13])([O-:5])=[O:4].CO.O. The yield is 0.960. The product is [N+:3]([C:6]1[CH:7]=[C:8]([C:16]2[CH:17]=[CH:18][CH:19]=[CH:20][CH:21]=2)[CH:9]=[CH:10][C:11]=1[C:12]([OH:14])=[O:13])([O-:5])=[O:4]. The catalyst is C1COCC1. (2) The yield is 0.780. The reactants are Br.[Br:2][C:3]1[S:7][C:6]([NH2:8])=[N:5][CH:4]=1.C(N(CC)CC)C.[C:16]([O:20][C:21](O[C:21]([O:20][C:16]([CH3:19])([CH3:18])[CH3:17])=[O:22])=[O:22])([CH3:19])([CH3:18])[CH3:17]. The product is [Br:2][C:3]1[S:7][C:6]([NH:8][C:21](=[O:22])[O:20][C:16]([CH3:19])([CH3:18])[CH3:17])=[N:5][CH:4]=1. The catalyst is CN(C)C1C=CN=CC=1.O1CCCC1. (3) The reactants are [Cl:1][C:2]1[CH:3]=[CH:4][C:5]([CH:24]=[O:25])=[C:6]2[C:10]=1[N:9]=[C:8]1[N:11]([C:15]3[C:20]([Cl:21])=[CH:19][C:18]([Cl:22])=[CH:17][C:16]=3[Cl:23])[CH2:12][CH2:13][CH2:14][N:7]21.[CH2:26]([Mg]Br)[CH3:27]. The catalyst is O1CCCC1.[Cl-].[NH4+]. The product is [Cl:1][C:2]1[C:10]2[N:9]=[C:8]3[N:11]([C:15]4[C:20]([Cl:21])=[CH:19][C:18]([Cl:22])=[CH:17][C:16]=4[Cl:23])[CH2:12][CH2:13][CH2:14][N:7]3[C:6]=2[C:5]([CH:24]([OH:25])[CH2:26][CH3:27])=[CH:4][CH:3]=1. The yield is 0.950. (4) The reactants are Cl[C:2]1[N:7]=[C:6]([C:8]2[N:12]3[CH:13]=[CH:14][CH:15]=[CH:16][C:11]3=[N:10][C:9]=2[C:17]2[CH:18]=[C:19]([CH:31]=[CH:32][CH:33]=2)[C:20]([NH:22][C:23]2[C:28]([F:29])=[CH:27][CH:26]=[CH:25][C:24]=2[F:30])=[O:21])[CH:5]=[CH:4][N:3]=1.[CH2:34]([O:36][C:37]1[CH:43]=[C:42]([N:44]2[CH2:49][CH2:48][CH:47]([N:50]3[CH2:55][CH2:54][N:53]([S:56]([CH3:59])(=[O:58])=[O:57])[CH2:52][CH2:51]3)[CH2:46][CH2:45]2)[CH:41]=[CH:40][C:38]=1[NH2:39])[CH3:35].C1(C)C=CC(S(O)(=O)=O)=CC=1. The catalyst is CC(O)C. The product is [F:30][C:24]1[CH:25]=[CH:26][CH:27]=[C:28]([F:29])[C:23]=1[NH:22][C:20](=[O:21])[C:19]1[CH:31]=[CH:32][CH:33]=[C:17]([C:9]2[N:10]=[C:11]3[CH:16]=[CH:15][CH:14]=[CH:13][N:12]3[C:8]=2[C:6]2[CH:5]=[CH:4][N:3]=[C:2]([NH:39][C:38]3[CH:40]=[CH:41][C:42]([N:44]4[CH2:49][CH2:48][CH:47]([N:50]5[CH2:55][CH2:54][N:53]([S:56]([CH3:59])(=[O:58])=[O:57])[CH2:52][CH2:51]5)[CH2:46][CH2:45]4)=[CH:43][C:37]=3[O:36][CH2:34][CH3:35])[N:7]=2)[CH:18]=1. The yield is 0.630. (5) The reactants are [CH:1]1([CH2:7][C:8]([NH:10][C:11]2[CH:16]=[CH:15][CH:14]=[C:13]([C:17]3[C:25]4[C:20](=[CH:21][CH:22]=[C:23]([C:26]5[N:30]=[CH:29][N:28](C(C6C=CC=CC=6)(C6C=CC=CC=6)C6C=CC=CC=6)[N:27]=5)[CH:24]=4)[N:19](C4CCCCO4)[N:18]=3)[CH:12]=2)=[O:9])[CH2:6][CH2:5][CH2:4][CH2:3][CH2:2]1. The catalyst is Cl.O1CCOCC1. The product is [NH:28]1[CH:29]=[N:30][C:26]([C:23]2[CH:24]=[C:25]3[C:20](=[CH:21][CH:22]=2)[NH:19][N:18]=[C:17]3[C:13]2[CH:12]=[C:11]([NH:10][C:8](=[O:9])[CH2:7][CH:1]3[CH2:2][CH2:3][CH2:4][CH2:5][CH2:6]3)[CH:16]=[CH:15][CH:14]=2)=[N:27]1. The yield is 0.340. (6) The reactants are OS(O)(=O)=O.O[C:7]1([CH2:11][C:12]([O:14][CH2:15][CH3:16])=[O:13])[CH2:10][CH2:9][CH2:8]1.[C:17](#[N:24])[C:18]1[CH:23]=[CH:22][CH:21]=[CH:20][CH:19]=1.[OH-:25].[Na+]. No catalyst specified. The product is [CH2:15]([O:14][C:12](=[O:13])[CH2:11][C:7]1([NH:24][C:17](=[O:25])[C:18]2[CH:23]=[CH:22][CH:21]=[CH:20][CH:19]=2)[CH2:10][CH2:9][CH2:8]1)[CH3:16]. The yield is 0.510. (7) The reactants are [ClH:1].[CH3:2][C:3]1[C:4]2[CH2:5][N:6](CC3C=CC=CC=3)[C@@H:7]3[C@@H:12]([C:13]=2[CH:14]=[CH:15][CH:16]=1)[C:11]1[CH:17]=[C:18]([O:23][CH3:24])[C:19]([O:21][CH3:22])=[CH:20][C:10]=1[CH2:9][CH2:8]3. The catalyst is C(O)C.[Pd]. The product is [ClH:1].[CH3:2][C:3]1[C:4]2[CH2:5][NH:6][C@@H:7]3[C@@H:12]([C:13]=2[CH:14]=[CH:15][CH:16]=1)[C:11]1[CH:17]=[C:18]([O:23][CH3:24])[C:19]([O:21][CH3:22])=[CH:20][C:10]=1[CH2:9][CH2:8]3. The yield is 0.902.